From a dataset of Forward reaction prediction with 1.9M reactions from USPTO patents (1976-2016). Predict the product of the given reaction. (1) The product is: [Cl:1][C:2]1[CH:7]=[CH:6][CH:5]=[CH:4][C:3]=1[C:8]1[C:16]2[C:11](=[N:12][C:13]([O:22][C:23]3[CH:28]=[CH:27][C:26]([F:29])=[CH:25][C:24]=3[F:30])=[N:14][C:15]=2[NH:17][CH2:18][C@@H:19]([O:21][C:51](=[O:53])[C@@H:47]([NH:46][C:39]([O:41][C:42]([CH3:45])([CH3:44])[CH3:43])=[O:40])[CH:48]([CH3:50])[CH3:49])[CH3:20])[N:10]([CH3:54])[N:9]=1. Given the reactants [Cl:1][C:2]1[CH:7]=[CH:6][CH:5]=[CH:4][C:3]=1[C:8]1[C:16]2[C:11](=[N:12][C:13]([O:22][C:23]3[CH:28]=[CH:27][C:26]([F:29])=[CH:25][C:24]=3[F:30])=[N:14][C:15]=2[NH:17][CH2:18][C@@H:19]([OH:21])[CH3:20])[N:10](OCCC[Si](C)(C)C)[N:9]=1.[C:39]([NH:46][C@H:47]([C:51]([OH:53])=O)[CH:48]([CH3:50])[CH3:49])([O:41][C:42]([CH3:45])([CH3:44])[CH3:43])=[O:40].[CH3:54]N(C=O)C, predict the reaction product. (2) The product is: [Cl:11][C:9]1[C:8]([O:12][CH3:13])=[CH:7][CH:6]=[C:5]2[C:10]=1[C:2](=[O:17])[C:3](=[O:14])[NH:4]2. Given the reactants Cl[C:2]1(Cl)[C:10]2[C:5](=[CH:6][CH:7]=[C:8]([O:12][CH3:13])[C:9]=2[Cl:11])[NH:4][C:3]1=[O:14].C[OH:17].O, predict the reaction product. (3) Given the reactants [Cl:1][C:2]1[C:3]([O:11][C:12]2[CH:13]=[N:14][C:15]3[C:20]([CH:21]=2)=[CH:19][CH:18]=[CH:17][CH:16]=3)=[N:4][CH:5]=[C:6]([N+:8]([O-])=O)[CH:7]=1, predict the reaction product. The product is: [Cl:1][C:2]1[CH:7]=[C:6]([NH2:8])[CH:5]=[N:4][C:3]=1[O:11][C:12]1[CH:13]=[N:14][C:15]2[C:20]([CH:21]=1)=[CH:19][CH:18]=[CH:17][CH:16]=2. (4) Given the reactants [C:1](#[N:3])C.[Cl:4][C:5]1[CH:10]=[C:9]([C:11]([F:14])([F:13])[F:12])[CH:8]=[CH:7][N+:6]=1[O-].C[Si](C#N)(C)C, predict the reaction product. The product is: [Cl:4][C:5]1[CH:10]=[C:9]([C:11]([F:14])([F:13])[F:12])[CH:8]=[C:7]([C:1]#[N:3])[N:6]=1. (5) The product is: [Cl:1][C:2]1[CH:27]=[CH:26][C:5]([CH2:6][CH:7]2[C:16]3[C:11](=[CH:12][CH:13]=[C:14]([O:17][CH:59]([F:69])[F:68])[CH:15]=3)[CH2:10][CH2:9][CH:8]2[NH:18][C:19](=[O:25])[O:20][C:21]([CH3:22])([CH3:23])[CH3:24])=[CH:4][CH:3]=1. Given the reactants [Cl:1][C:2]1[CH:27]=[CH:26][C:5]([CH2:6][CH:7]2[C:16]3[C:11](=[CH:12][CH:13]=[C:14]([OH:17])[CH:15]=3)[CH2:10][CH2:9][CH:8]2[NH:18][C:19](=[O:25])[O:20][C:21]([CH3:24])([CH3:23])[CH3:22])=[CH:4][CH:3]=1.ClC1C=C(C=CC=1Cl)CC1C2C(=CC=C(O)C=2)CCC1NC(=O)OC(C)(C)C.[OH-].[K+].Cl[C:59]([F:69])([F:68])C(C1C=CC=CC=1)=O, predict the reaction product. (6) Given the reactants CN(C=O)C.[NH2:6][C:7]1[C:8]2[C:32]([CH3:39])([C:33]3[CH:38]=[CH:37][CH:36]=[CH:35][CH:34]=3)[C:31](=[O:40])[NH:30][C:9]=2[N:10]=[C:11]([NH:13]/[N:14]=[C:15](/[C:22]2[CH:27]=[C:26]([Cl:28])[CH:25]=[CH:24][C:23]=2Br)\[CH2:16][CH2:17][C:18]([F:21])([F:20])[F:19])[N:12]=1.CNCCNC, predict the reaction product. The product is: [NH2:6][C:7]1[C:8]2[C:32]([CH3:39])([C:33]3[CH:38]=[CH:37][CH:36]=[CH:35][CH:34]=3)[C:31](=[O:40])[NH:30][C:9]=2[N:10]=[C:11]([N:13]2[C:23]3[C:22](=[CH:27][C:26]([Cl:28])=[CH:25][CH:24]=3)[C:15]([CH2:16][CH2:17][C:18]([F:21])([F:20])[F:19])=[N:14]2)[N:12]=1. (7) Given the reactants Br[C:2]1[CH:3]=[C:4]2[C:10]([C:11]3[CH:12]=[N:13][N:14]([CH2:16][C:17]4[CH:22]=[CH:21][CH:20]=[C:19]([F:23])[CH:18]=4)[CH:15]=3)=[CH:9][N:8]([S:24]([C:27]3[CH:33]=[CH:32][C:30]([CH3:31])=[CH:29][CH:28]=3)(=[O:26])=[O:25])[C:5]2=[N:6][CH:7]=1.[CH3:34][O:35][C:36]1[C:41]([NH2:42])=[CH:40][C:39](B2OC(C)(C)C(C)(C)O2)=[CH:38][N:37]=1.C(=O)([O-])[O-].[Na+].[Na+], predict the reaction product. The product is: [F:23][C:19]1[CH:18]=[C:17]([CH:22]=[CH:21][CH:20]=1)[CH2:16][N:14]1[CH:15]=[C:11]([C:10]2[C:4]3[C:5](=[N:6][CH:7]=[C:2]([C:39]4[CH:40]=[C:41]([NH2:42])[C:36]([O:35][CH3:34])=[N:37][CH:38]=4)[CH:3]=3)[N:8]([S:24]([C:27]3[CH:33]=[CH:32][C:30]([CH3:31])=[CH:29][CH:28]=3)(=[O:26])=[O:25])[CH:9]=2)[CH:12]=[N:13]1. (8) Given the reactants [CH2:1]([O:3][C:4](=[O:17])[CH2:5][N:6]1[C:10]([CH3:11])=[C:9]([CH2:12][C:13]([OH:15])=O)[C:8]([CH3:16])=[N:7]1)[CH3:2].CCN=C=NCCCN(C)C.Cl.ON1C2C=CC=CC=2N=N1.C(N(C(C)C)CC)(C)C.[Cl:49][C:50]1[CH:55]=[C:54]([F:56])[CH:53]=[CH:52][C:51]=1[CH2:57][NH2:58], predict the reaction product. The product is: [CH2:1]([O:3][C:4](=[O:17])[CH2:5][N:6]1[C:10]([CH3:11])=[C:9]([CH2:12][C:13]([NH:58][CH2:57][C:51]2[CH:52]=[CH:53][C:54]([F:56])=[CH:55][C:50]=2[Cl:49])=[O:15])[C:8]([CH3:16])=[N:7]1)[CH3:2]. (9) Given the reactants [NH2:1][C:2]1[C:3](=[O:12])[N:4]([CH3:11])[C:5](=[O:10])[N:6]([CH3:9])[C:7]=1[CH3:8].Cl.[N:14]([O-])=O.[Na+], predict the reaction product. The product is: [CH3:9][N:6]1[C:7]2[CH:8]=[N:14][NH:1][C:2]=2[C:3](=[O:12])[N:4]([CH3:11])[C:5]1=[O:10]. (10) Given the reactants [O:1]1[CH2:6][CH2:5][N:4]([C:7]2[CH:8]=[C:9]([CH:11]=[C:12]([N:14]3[CH2:19][CH2:18][O:17][CH2:16][CH2:15]3)[CH:13]=2)[NH2:10])[CH2:3][CH2:2]1.Cl[C:21]1[N:26]=[C:25]([N:27]([CH3:38])[C:28]2[CH:29]=[C:30]([C:35](=[O:37])[CH3:36])[CH:31]=[CH:32][C:33]=2[CH3:34])[CH:24]=[CH:23][N:22]=1, predict the reaction product. The product is: [O:17]1[CH2:16][CH2:15][N:14]([C:12]2[CH:11]=[C:9]([NH:10][C:21]3[N:26]=[C:25]([N:27]([CH3:38])[C:28]4[CH:29]=[C:30]([C:35](=[O:37])[CH3:36])[CH:31]=[CH:32][C:33]=4[CH3:34])[CH:24]=[CH:23][N:22]=3)[CH:8]=[C:7]([N:4]3[CH2:5][CH2:6][O:1][CH2:2][CH2:3]3)[CH:13]=2)[CH2:19][CH2:18]1.